Dataset: Peptide-MHC class I binding affinity with 185,985 pairs from IEDB/IMGT. Task: Regression. Given a peptide amino acid sequence and an MHC pseudo amino acid sequence, predict their binding affinity value. This is MHC class I binding data. (1) The peptide sequence is IAGGVMAVV. The MHC is HLA-A02:01 with pseudo-sequence HLA-A02:01. The binding affinity (normalized) is 0.512. (2) The peptide sequence is IWKVNPEID. The MHC is HLA-A24:02 with pseudo-sequence HLA-A24:02. The binding affinity (normalized) is 0.